From a dataset of Reaction yield outcomes from USPTO patents with 853,638 reactions. Predict the reaction yield, written as a fraction of the theoretical maximum amount of product (1.0 means a 100% yield; for example, 0.34 means a 34% yield). (1) The reactants are Cl[C:2]1[N:3]=[C:4]([O:29][C@H:30]2[CH2:34][CH2:33][O:32][CH2:31]2)[C:5]2[C:10]([C:11]3[CH:20]=[CH:19][C:14]4[N:15]=[C:16]([CH3:18])[O:17][C:13]=4[CH:12]=3)=[CH:9][N:8]([CH2:21][O:22][CH2:23][CH2:24][Si:25]([CH3:28])([CH3:27])[CH3:26])[C:6]=2[N:7]=1.[NH2:35][C:36]1[CH:45]=[CH:44][C:39]([C:40]([NH:42][CH3:43])=[O:41])=[CH:38][C:37]=1[CH3:46].CC1(C)C2C(=C(P(C3C=CC=CC=3)C3C=CC=CC=3)C=CC=2)OC2C(P(C3C=CC=CC=3)C3C=CC=CC=3)=CC=CC1=2.C(=O)([O-])[O-].[Cs+].[Cs+]. The catalyst is O1CCOCC1.C1C=CC(/C=C/C(/C=C/C2C=CC=CC=2)=O)=CC=1.C1C=CC(/C=C/C(/C=C/C2C=CC=CC=2)=O)=CC=1.C1C=CC(/C=C/C(/C=C/C2C=CC=CC=2)=O)=CC=1.[Pd].[Pd]. The product is [CH3:43][NH:42][C:40](=[O:41])[C:39]1[CH:44]=[CH:45][C:36]([NH:35][C:2]2[N:3]=[C:4]([O:29][C@H:30]3[CH2:34][CH2:33][O:32][CH2:31]3)[C:5]3[C:10]([C:11]4[CH:20]=[CH:19][C:14]5[N:15]=[C:16]([CH3:18])[O:17][C:13]=5[CH:12]=4)=[CH:9][N:8]([CH2:21][O:22][CH2:23][CH2:24][Si:25]([CH3:26])([CH3:27])[CH3:28])[C:6]=3[N:7]=2)=[C:37]([CH3:46])[CH:38]=1. The yield is 0.636. (2) The reactants are Cl[C:2]1[N:3]=[C:4]([N:16]2[CH2:21][CH2:20][O:19][CH2:18][CH2:17]2)[C:5]2[O:10][C:9]3[N:11]=[C:12]([CH3:15])[CH:13]=[CH:14][C:8]=3[C:6]=2[N:7]=1.[NH:22]1[C:30]2[CH:29]=[CH:28][CH:27]=[C:26](B(O)O)[C:25]=2[CH:24]=[CH:23]1.C([O-])([O-])=O.[Na+].[Na+]. The catalyst is O1CCOCC1.O.Cl[Pd](Cl)([P](C1C=CC=CC=1)(C1C=CC=CC=1)C1C=CC=CC=1)[P](C1C=CC=CC=1)(C1C=CC=CC=1)C1C=CC=CC=1. The product is [NH:22]1[C:30]2[C:25](=[C:26]([C:2]3[N:3]=[C:4]([N:16]4[CH2:21][CH2:20][O:19][CH2:18][CH2:17]4)[C:5]4[O:10][C:9]5[N:11]=[C:12]([CH3:15])[CH:13]=[CH:14][C:8]=5[C:6]=4[N:7]=3)[CH:27]=[CH:28][CH:29]=2)[CH:24]=[CH:23]1. The yield is 0.160. (3) The reactants are [NH2:1][C:2]([CH3:8])([CH3:7])[CH2:3][C:4]([OH:6])=[O:5].[C:9]1(=O)[O:14][C:12](=[O:13])[C:11]2=[CH:15][CH:16]=[CH:17][CH:18]=[C:10]12. The catalyst is C(O)C. The product is [CH3:7][C:2]([CH3:8])([N:1]1[C:12](=[O:13])[C:11]2[C:10](=[CH:18][CH:17]=[CH:16][CH:15]=2)[C:9]1=[O:14])[CH2:3][C:4]([OH:6])=[O:5]. The yield is 0.580. (4) The reactants are C(N(C(C)C)C(C)C)C.Cl[C:11]1[C:12]2[C:19]([Cl:20])=[CH:18][NH:17][C:13]=2[N:14]=[CH:15][N:16]=1.[NH:21]1[C:25]2[CH:26]=[CH:27][CH:28]=[CH:29][C:24]=2[N:23]=[C:22]1[C:30]1([CH2:36][N:37]=C(C2C=CC=CC=2)C2C=CC=CC=2)[CH2:35][CH2:34][NH:33][CH2:32][CH2:31]1.Cl.C(O)(C)C. The catalyst is C(O)CCC.O. The product is [NH:21]1[C:25]2[CH:26]=[CH:27][CH:28]=[CH:29][C:24]=2[N:23]=[C:22]1[C:30]1([CH2:36][NH2:37])[CH2:31][CH2:32][N:33]([C:11]2[C:12]3[C:19]([Cl:20])=[CH:18][NH:17][C:13]=3[N:14]=[CH:15][N:16]=2)[CH2:34][CH2:35]1. The yield is 0.335.